From a dataset of Blood-brain barrier permeability regression values from the B3DB database. Regression/Classification. Given a drug SMILES string, predict its absorption, distribution, metabolism, or excretion properties. Task type varies by dataset: regression for continuous measurements (e.g., permeability, clearance, half-life) or binary classification for categorical outcomes (e.g., BBB penetration, CYP inhibition). For this dataset (b3db_regression), we predict Y. (1) The molecule is CC[C@H](C)C(=O)O[C@H]1C[C@@H](C=C2[C@H]1[C@H]([C@H](C=C2)C)CC[C@@H]3C[C@H](CC(=O)O3)O)C. The Y is 0.850 log(BB ratio). (2) The molecule is COC1=C(C=C2C(=C1)C(=NC(=N2)N3CCN(CC3)C(=O)C4=CC=CO4)N)OC. The Y is -0.900 log(BB ratio). (3) The compound is CC(C)OC1=C(C=C(C=C1)OC(F)(F)F)CNC2CCCNC2C3=CC=CC=C3. The Y is 0.410 log(BB ratio). (4) The molecule is C1CN(CCC12C(CNC(=O)O2)C3=CC=CC=C3)C(=O)C4=CC(=CC(=C4)C(F)(F)F)C(F)(F)F. The Y is -0.660 log(BB ratio). (5) The compound is CC1CCCC1. The Y is 0.900 log(BB ratio). (6) The molecule is CN1CCN(CC1)C2=C(C=C3C(=C2F)N(C=C(C3=O)C(=O)O)CCF)F. The Y is -0.430 log(BB ratio). (7) The Y is -0.660 log(BB ratio). The drug is CC1=CC(=CC=C1)COC2=CC=CC(=C2)/C=C/3\C(=O)NN(C3=O)C4=CC=CC=C4. (8) The compound is C1=CC=C(C(=C1)CC(=O)O)NC2=C(C=CC=C2Cl)Cl. The Y is -1.30 log(BB ratio). (9) The compound is C1CC2=CC=CC=C2NC1. The Y is 0.700 log(BB ratio). (10) The compound is CC1C(C(CC(O1)OC2C(OC(CC2O)OC3C(OC(CC3O)OC4CCC5(C(C4)CCC6C5CC(C7(C6(CCC7C8=CC(=O)OC8)O)C)O)C)C)C)O)O. The Y is -1.20 log(BB ratio).